From a dataset of Full USPTO retrosynthesis dataset with 1.9M reactions from patents (1976-2016). Predict the reactants needed to synthesize the given product. (1) Given the product [Cl:1][C:2]1[CH:7]=[CH:6][C:5]([C:10]2[S:9][CH:13]=[CH:12][CH:11]=2)=[CH:4][CH:3]=1, predict the reactants needed to synthesize it. The reactants are: [Cl:1][C:2]1[CH:7]=[CH:6][C:5](I)=[CH:4][CH:3]=1.[S:9]1[CH:13]=[CH:12][CH:11]=[C:10]1B(O)O.C(=O)([O-])[O-].[Na+].[Na+]. (2) Given the product [F:17][C:18]1[CH:19]=[C:20]2[C:24](=[CH:25][CH:26]=1)[N:23]([NH:27][C:7]([C:5]1[CH:4]=[N:3][C:2]([C:10]3[N:15]=[CH:14][CH:13]=[CH:12][N:11]=3)=[N:1][CH:6]=1)=[O:9])[CH:22]=[C:21]2[CH3:28], predict the reactants needed to synthesize it. The reactants are: [N:1]1[CH:6]=[C:5]([C:7]([OH:9])=O)[CH:4]=[N:3][C:2]=1[C:10]1[N:15]=[CH:14][CH:13]=[CH:12][N:11]=1.[Cl-].[F:17][C:18]1[CH:19]=[C:20]2[C:24](=[CH:25][CH:26]=1)[N:23]([NH3+:27])[CH:22]=[C:21]2[CH3:28].CCN(C(C)C)C(C)C.[Cl-].COC1N=C(OC)N=C([N+]2(C)CCOCC2)N=1. (3) Given the product [C:23]1([C:19]2[CH:18]=[C:17]([C:10]3[N:9]=[C:8]([NH:29][C:30]4[CH:31]=[C:32]5[C:36](=[CH:37][CH:38]=4)[N:35]([C:39]([O:41][C:42]([CH3:43])([CH3:44])[CH3:45])=[O:40])[N:34]=[CH:33]5)[C:7]4[C:12](=[CH:13][C:14]([O:15][CH3:16])=[C:5]([OH:4])[CH:6]=4)[N:11]=3)[CH:22]=[CH:21][CH:20]=2)[CH:24]=[CH:25][CH:26]=[CH:27][CH:28]=1, predict the reactants needed to synthesize it. The reactants are: C([O:4][C:5]1[CH:6]=[C:7]2[C:12](=[CH:13][C:14]=1[O:15][CH3:16])[N:11]=[C:10]([C:17]1[CH:22]=[CH:21][CH:20]=[C:19]([C:23]3[CH:28]=[CH:27][CH:26]=[CH:25][CH:24]=3)[CH:18]=1)[N:9]=[C:8]2[NH:29][C:30]1[CH:31]=[C:32]2[C:36](=[CH:37][CH:38]=1)[N:35]([C:39]([O:41][C:42]([CH3:45])([CH3:44])[CH3:43])=[O:40])[N:34]=[CH:33]2)(=O)C.[NH4+].[OH-]. (4) Given the product [Br:2][C:3]1[CH:4]=[C:5]([S:19]([Cl:1])(=[O:21])=[O:20])[CH:6]=[CH:7][C:8]=1[F:9], predict the reactants needed to synthesize it. The reactants are: [ClH:1].[Br:2][C:3]1[CH:4]=[C:5](N)[CH:6]=[CH:7][C:8]=1[F:9].C(O[N+]([O-])=O)(C)(C)C.[S:19](=[O:21])=[O:20]. (5) Given the product [F:8][C:4]1[CH:5]=[CH:6][CH:7]=[C:2]([F:1])[C:3]=1[CH2:9][S:10]([C:13]1[CH:14]=[C:15]2[C:19](=[CH:20][CH:21]=1)[NH:18][C:17](=[O:22])/[C:16]/2=[CH:23]\[C:24]1[NH:28][C:27]([CH3:29])=[C:26]([C:30]([N:62]2[CH2:63][CH2:64][CH2:65][C@@H:61]2[CH2:60][N:55]2[CH2:59][CH2:58][CH2:57][CH2:56]2)=[O:32])[C:25]=1[CH3:33])(=[O:11])=[O:12], predict the reactants needed to synthesize it. The reactants are: [F:1][C:2]1[CH:7]=[CH:6][CH:5]=[C:4]([F:8])[C:3]=1[CH2:9][S:10]([C:13]1[CH:14]=[C:15]2[C:19](=[CH:20][CH:21]=1)[NH:18][C:17](=[O:22])/[C:16]/2=[CH:23]\[C:24]1[NH:28][C:27]([CH3:29])=[C:26]([C:30]([OH:32])=O)[C:25]=1[CH3:33])(=[O:12])=[O:11].CCN=C=NCCCN(C)C.C1C=CC2N(O)N=NC=2C=1.[N:55]1([CH2:60][C@H:61]2[CH2:65][CH2:64][CH2:63][NH:62]2)[CH2:59][CH2:58][CH2:57][CH2:56]1.